From a dataset of Catalyst prediction with 721,799 reactions and 888 catalyst types from USPTO. Predict which catalyst facilitates the given reaction. (1) The catalyst class is: 64. Reactant: [C:1]1([CH2:7][CH2:8][CH2:9][CH2:10][C:11]([OH:13])=O)[CH:6]=[CH:5][CH:4]=[CH:3][CH:2]=1.[CH3:14][O:15][NH:16][CH3:17].Cl.CN1CCOCC1.Cl. Product: [CH3:14][O:15][N:16]([CH3:17])[C:11](=[O:13])[CH2:10][CH2:9][CH2:8][CH2:7][C:1]1[CH:6]=[CH:5][CH:4]=[CH:3][CH:2]=1. (2) Reactant: [CH2:1]([N:5]([C:15]1[N:16]([C:24]2[CH:29]=[CH:28][C:27]([Cl:30])=[CH:26][CH:25]=2)[N:17]=[C:18]2[C:23]=1[CH:22]=[CH:21][CH:20]=[CH:19]2)C(NC1CCCCC1)=O)[CH2:2][CH2:3]C.[O:31]1CCC(N)[CH2:33][CH2:32]1. Product: [Cl:30][C:27]1[CH:28]=[CH:29][C:24]([N:16]2[C:15]([NH:5][CH:1]3[CH2:33][CH2:32][O:31][CH2:3][CH2:2]3)=[C:23]3[C:18]([CH:19]=[CH:20][CH:21]=[CH:22]3)=[N:17]2)=[CH:25][CH:26]=1. The catalyst class is: 60. (3) Reactant: [Cl:1][C:2]1[CH:28]=[CH:27][C:5]([CH2:6][C@@H:7]2[CH2:18][CH:17]=[CH:16][CH2:15][CH2:14][C:13](=[O:19])[O:12][C@H:11]([C:20]3[CH:25]=[CH:24][CH:23]=[CH:22][CH:21]=3)[CH2:10][NH:9][C:8]2=[O:26])=[CH:4][CH:3]=1.I[CH3:30].[H-].[Na+]. Product: [Cl:1][C:2]1[CH:3]=[CH:4][C:5]([CH2:6][C@@H:7]2[CH2:18][CH:17]=[CH:16][CH2:15][CH2:14][C:13](=[O:19])[O:12][C@H:11]([C:20]3[CH:21]=[CH:22][CH:23]=[CH:24][CH:25]=3)[CH2:10][N:9]([CH3:30])[C:8]2=[O:26])=[CH:27][CH:28]=1. The catalyst class is: 18. (4) Reactant: [CH2:1]([O:5][CH2:6][CH2:7][O:8][C:9]1[CH:14]=[CH:13][C:12]([C:15]2[CH:16]=[CH:17][C:18]3[N:24]([CH2:25][CH:26]([CH3:28])[CH3:27])[CH2:23][CH2:22][C:21]([C:29]([NH:31][C:32]4[CH:37]=[CH:36][C:35]([S:38][CH2:39][C:40]5[N:44]([CH2:45][CH2:46][CH3:47])[CH:43]=[N:42][C:41]=5[CH3:48])=[CH:34][CH:33]=4)=[O:30])=[CH:20][C:19]=3[CH:49]=2)=[CH:11][CH:10]=1)[CH2:2][CH2:3][CH3:4].ClC1C=CC=C(C(OO)=[O:58])C=1.CSC.O. Product: [CH2:1]([O:5][CH2:6][CH2:7][O:8][C:9]1[CH:10]=[CH:11][C:12]([C:15]2[CH:16]=[CH:17][C:18]3[N:24]([CH2:25][CH:26]([CH3:27])[CH3:28])[CH2:23][CH2:22][C:21]([C:29]([NH:31][C:32]4[CH:33]=[CH:34][C:35]([S:38]([CH2:39][C:40]5[N:44]([CH2:45][CH2:46][CH3:47])[CH:43]=[N:42][C:41]=5[CH3:48])=[O:58])=[CH:36][CH:37]=4)=[O:30])=[CH:20][C:19]=3[CH:49]=2)=[CH:13][CH:14]=1)[CH2:2][CH2:3][CH3:4]. The catalyst class is: 4. (5) Reactant: [C:1]([O:5][C:6]([N:8]1[CH2:13][CH2:12][CH:11]([C:14]([NH:16][C:17]2[CH:32]=[CH:31][C:30]([C:33](O)=[O:34])=[CH:29][C:18]=2[C:19]([NH:21][C:22]2[CH:27]=[CH:26][C:25]([Cl:28])=[CH:24][N:23]=2)=[O:20])=[O:15])[CH2:10][CH2:9]1)=[O:7])([CH3:4])([CH3:3])[CH3:2].CN1CCOCC1.ClC(OCC)=O.[BH4-].[Na+].[Cl-].[NH4+]. Product: [C:1]([O:5][C:6]([N:8]1[CH2:13][CH2:12][CH:11]([C:14]([NH:16][C:17]2[CH:32]=[CH:31][C:30]([CH2:33][OH:34])=[CH:29][C:18]=2[C:19]([NH:21][C:22]2[CH:27]=[CH:26][C:25]([Cl:28])=[CH:24][N:23]=2)=[O:20])=[O:15])[CH2:10][CH2:9]1)=[O:7])([CH3:4])([CH3:2])[CH3:3]. The catalyst class is: 83. (6) Reactant: [CH3:1][C:2]1[CH:7]=[CH:6][C:5]([CH3:8])=[CH:4][C:3]=1[SH:9].Br[CH2:11][C:12]([O:14]CC)=[O:13].C(O)C.[OH-].[K+]. Product: [CH3:1][C:2]1[CH:7]=[CH:6][C:5]([CH3:8])=[CH:4][C:3]=1[S:9][CH2:11][C:12]([OH:14])=[O:13]. The catalyst class is: 126. (7) Reactant: [Cl:1][C:2]1[CH:21]=[CH:20][C:5]([CH:6]([O:14][C@@H:15]2[CH2:19][CH2:18][NH:17][CH2:16]2)[C:7]2[CH:12]=[CH:11][C:10]([Cl:13])=[CH:9][CH:8]=2)=[CH:4][CH:3]=1.[CH2:22]([N:25]=[C:26]=[O:27])[CH:23]=[CH2:24].C(N(CC)CC)C. Product: [Cl:1][C:2]1[CH:21]=[CH:20][C:5]([CH:6]([O:14][C@@H:15]2[CH2:19][CH2:18][N:17]([C:26]([NH:25][CH2:22][CH:23]=[CH2:24])=[O:27])[CH2:16]2)[C:7]2[CH:8]=[CH:9][C:10]([Cl:13])=[CH:11][CH:12]=2)=[CH:4][CH:3]=1. The catalyst class is: 4. (8) Reactant: [Br:1][C:2]1[CH:24]=[CH:23][C:5]([O:6][CH2:7][CH2:8][CH2:9][N:10]2[CH2:15][CH2:14][N:13](C(OC(C)(C)C)=O)[CH2:12][CH2:11]2)=[CH:4][CH:3]=1.Cl.C(OCC)(=O)C. Product: [Br:1][C:2]1[CH:3]=[CH:4][C:5]([O:6][CH2:7][CH2:8][CH2:9][N:10]2[CH2:11][CH2:12][NH:13][CH2:14][CH2:15]2)=[CH:23][CH:24]=1. The catalyst class is: 13. (9) Reactant: [Cl:1][C:2]1[N:7]=[CH:6][C:5]([OH:8])=[CH:4][C:3]=1[F:9].CI.[C:12](=O)([O-])[O-].[K+].[K+]. Product: [Cl:1][C:2]1[C:3]([F:9])=[CH:4][C:5]([O:8][CH3:12])=[CH:6][N:7]=1. The catalyst class is: 21.